Dataset: Catalyst prediction with 721,799 reactions and 888 catalyst types from USPTO. Task: Predict which catalyst facilitates the given reaction. (1) Reactant: [CH3:1][O:2][CH2:3][O:4][C:5]1[CH:6]=[C:7](/[C:11](=[C:17](\[C:20]2[CH:25]=[CH:24][CH:23]=[CH:22][CH:21]=2)/[CH2:18][CH3:19])/[C:12]([O:14]CC)=[O:13])[CH:8]=[CH:9][CH:10]=1.[OH-].[Na+].Cl. Product: [CH3:1][O:2][CH2:3][O:4][C:5]1[CH:6]=[C:7](/[C:11](=[C:17](\[C:20]2[CH:21]=[CH:22][CH:23]=[CH:24][CH:25]=2)/[CH2:18][CH3:19])/[C:12]([OH:14])=[O:13])[CH:8]=[CH:9][CH:10]=1. The catalyst class is: 5. (2) Reactant: [CH2:1]([O:3][C:4](=[O:33])[C:5]([O:22][C:23]1[CH:28]=[CH:27][C:26]([C:29]([F:32])([F:31])[F:30])=[CH:25][CH:24]=1)([CH3:21])[CH2:6][C:7]1[CH:12]=[CH:11][C:10]([O:13]CC2C=CC=CC=2)=[CH:9][CH:8]=1)[CH3:2]. Product: [CH2:1]([O:3][C:4](=[O:33])[C:5]([O:22][C:23]1[CH:24]=[CH:25][C:26]([C:29]([F:31])([F:30])[F:32])=[CH:27][CH:28]=1)([CH3:21])[CH2:6][C:7]1[CH:8]=[CH:9][C:10]([OH:13])=[CH:11][CH:12]=1)[CH3:2]. The catalyst class is: 78. (3) Reactant: [N+:1]([CH2:4][C:5]1[CH:10]=[CH:9][CH:8]=[CH:7][CH:6]=1)([O-:3])=[O:2].[N:11]1[CH2:12][CH2:13][CH2:14][CH:15]=1.[C:16](Cl)(=[O:19])[CH:17]=[CH2:18]. Product: [N+:1]([C:4]1([C:5]2[CH:10]=[CH:9][CH:8]=[CH:7][CH:6]=2)[CH:12]2[N:11]([CH2:15][CH2:14][CH2:13]2)[C:16](=[O:19])[CH2:17][CH2:18]1)([O-:3])=[O:2]. The catalyst class is: 12. (4) Reactant: Cl.Cl.[Cl:3][C:4]1[CH:5]=[C:6](/[CH:17]=[CH:18]/[C:19]([O:21][CH2:22][CH3:23])=[O:20])[CH:7]=[N:8][C:9]=1[NH:10][CH:11]1[CH2:16][CH2:15][NH:14][CH2:13][CH2:12]1.CCN(CC)CC.[CH3:31][C:32]1[CH:39]=[CH:38][C:35]([CH:36]=O)=[CH:34][CH:33]=1.C(O[BH-](OC(=O)C)OC(=O)C)(=O)C.[Na+]. Product: [Cl:3][C:4]1[CH:5]=[C:6](/[CH:17]=[CH:18]/[C:19]([O:21][CH2:22][CH3:23])=[O:20])[CH:7]=[N:8][C:9]=1[NH:10][CH:11]1[CH2:16][CH2:15][N:14]([CH2:31][C:32]2[CH:39]=[CH:38][C:35]([CH3:36])=[CH:34][CH:33]=2)[CH2:13][CH2:12]1. The catalyst class is: 91. (5) Reactant: C([O:3][C:4]1[CH2:9][CH2:8][CH:7]([CH2:10][CH2:11][CH:12]([CH3:14])[CH3:13])[C:6](=O)[CH:5]=1)C.C1(C)C=CC=CC=1.[H-].C([Al+]CC(C)C)C(C)C.S([O-])(O)(=O)=O.[K+]. Product: [CH3:13][CH:12]([CH3:14])[CH2:11][CH2:10][CH:7]1[CH2:8][CH2:9][C:4](=[O:3])[CH:5]=[CH:6]1. The catalyst class is: 72. (6) Reactant: [F:1][C:2]1[CH:10]=[C:9]2[C:5]([C:6]([C:20]3[CH:21]=[CH:22][C:23]4[N:27]5[C:28](=[O:31])[CH2:29][CH2:30][C:26]5=[N:25][C:24]=4[CH:32]=3)=[CH:7][N:8]2[S:11]([C:14]2[CH:19]=[CH:18][CH:17]=[CH:16][CH:15]=2)(=[O:13])=[O:12])=[CH:4][CH:3]=1.[NH3:33]. Product: [F:1][C:2]1[CH:10]=[C:9]2[C:5]([C:6]([C:20]3[CH:21]=[CH:22][C:23]4[NH:27][C:26]([CH2:30][CH2:29][C:28]([NH2:33])=[O:31])=[N:25][C:24]=4[CH:32]=3)=[CH:7][N:8]2[S:11]([C:14]2[CH:19]=[CH:18][CH:17]=[CH:16][CH:15]=2)(=[O:12])=[O:13])=[CH:4][CH:3]=1. The catalyst class is: 1.